From a dataset of Peptide-MHC class I binding affinity with 185,985 pairs from IEDB/IMGT. Regression. Given a peptide amino acid sequence and an MHC pseudo amino acid sequence, predict their binding affinity value. This is MHC class I binding data. (1) The peptide sequence is EGCPKPHRL. The MHC is HLA-A23:01 with pseudo-sequence HLA-A23:01. The binding affinity (normalized) is 0. (2) The peptide sequence is EVQLVESGGGL. The MHC is Mamu-A11 with pseudo-sequence Mamu-A11. The binding affinity (normalized) is 0. (3) The peptide sequence is FGPIGKLIA. The MHC is H-2-Kb with pseudo-sequence H-2-Kb. The binding affinity (normalized) is 0.00987. (4) The peptide sequence is FYHISTGGY. The MHC is HLA-A11:01 with pseudo-sequence HLA-A11:01. The binding affinity (normalized) is 0.272. (5) The peptide sequence is ISLEAGQRF. The MHC is HLA-A30:01 with pseudo-sequence HLA-A30:01. The binding affinity (normalized) is 0.0847. (6) The peptide sequence is ETIEILRNY. The MHC is HLA-B15:09 with pseudo-sequence HLA-B15:09. The binding affinity (normalized) is 0.0847. (7) The peptide sequence is RRWIQLGLQK. The MHC is HLA-A23:01 with pseudo-sequence HLA-A23:01. The binding affinity (normalized) is 0. (8) The peptide sequence is HIYTFWRL. The MHC is H-2-Db with pseudo-sequence H-2-Db. The binding affinity (normalized) is 0.0473.